Predict the product of the given reaction. From a dataset of Forward reaction prediction with 1.9M reactions from USPTO patents (1976-2016). (1) Given the reactants [I:1][C:2]1[CH:25]=[CH:24][CH:23]=[C:4]2[C:5]([N:7]([C:10]3[CH:15]=[CH:14][C:13]([C:16]([C:18]([F:21])([F:20])[F:19])=[CH2:17])=[CH:12][C:11]=3[CH3:22])[C:8](=[O:9])[C:3]=12)=[O:6].[C:26]([O:29][CH2:30][C:31](Cl)=[N:32][OH:33])(=O)[CH3:27].C(=O)([O-])[OH:36].[K+], predict the reaction product. The product is: [CH2:26]([O:29][C:30]([C:31]1[CH2:17][C:16]([C:13]2[CH:14]=[CH:15][C:10]([N:7]3[C:8](=[O:9])[C:3]4=[C:2]([I:1])[CH:25]=[CH:24][CH:23]=[C:4]4[C:5]3=[O:6])=[C:11]([CH3:22])[CH:12]=2)([C:18]([F:21])([F:20])[F:19])[O:33][N:32]=1)=[O:36])[CH3:27]. (2) Given the reactants [F:1][C:2]1[C:7]([O:8][CH3:9])=[CH:6][C:5]([O:10][CH3:11])=[C:4]([F:12])[C:3]=1[N:13]1[CH2:18][C:17]2[CH:19]=[N:20][C:21]([NH:23]CC3C=CC(OC)=CC=3)=[CH:22][C:16]=2[N:15]([CH3:33])[C:14]1=[O:34], predict the reaction product. The product is: [NH2:23][C:21]1[N:20]=[CH:19][C:17]2[CH2:18][N:13]([C:3]3[C:2]([F:1])=[C:7]([O:8][CH3:9])[CH:6]=[C:5]([O:10][CH3:11])[C:4]=3[F:12])[C:14](=[O:34])[N:15]([CH3:33])[C:16]=2[CH:22]=1. (3) Given the reactants [CH3:1][C:2]([C:4]1[CH:9]=[CH:8][C:7]([O:10][CH2:11][C:12]2[CH:17]=[CH:16][CH:15]=[CH:14][CH:13]=2)=[CH:6][C:5]=1[OH:18])=[O:3].C(=O)([O-])[O-].[K+].[K+].[I-].[K+].[C:27]([C:29]([CH3:36])([CH3:35])[CH2:30][CH2:31][CH2:32][CH2:33]Br)#[N:28], predict the reaction product. The product is: [CH2:11]([O:10][C:7]1[CH:8]=[CH:9][C:4]([C:2]([C:1]2[CH:6]=[CH:5][CH:4]=[CH:2][CH:1]=2)=[O:3])=[C:5]([O:18][CH2:33][CH2:32][CH2:31][CH2:30][C:29]([CH3:36])([C:27]#[N:28])[CH3:35])[CH:6]=1)[C:12]1[CH:17]=[CH:16][CH:15]=[CH:14][CH:13]=1. (4) The product is: [NH2:1][C:2]1[N:6]([C:7]2[CH:12]=[CH:11][C:10]([OH:13])=[CH:9][C:8]=2[F:15])[N:5]=[C:4]([CH3:16])[C:3]=1[C:17]#[N:18]. Given the reactants [NH2:1][C:2]1[N:6]([C:7]2[CH:12]=[CH:11][C:10]([O:13]C)=[CH:9][C:8]=2[F:15])[N:5]=[C:4]([CH3:16])[C:3]=1[C:17]#[N:18].B(Br)(Br)Br, predict the reaction product. (5) Given the reactants [Br:1][C:2]1[CH:3]=[CH:4][C:5]([O:16][CH2:17][C:18]2[CH:23]=[CH:22][C:21]([Cl:24])=[CH:20][CH:19]=2)=[C:6]([CH2:8][N:9]2[CH2:14][CH2:13][CH:12]([OH:15])[CH2:11][CH2:10]2)[CH:7]=1.[H-].[Na+].F[C:28]1[CH:33]=[CH:32][CH:31]=[CH:30][N:29]=1, predict the reaction product. The product is: [Br:1][C:2]1[CH:3]=[CH:4][C:5]([O:16][CH2:17][C:18]2[CH:19]=[CH:20][C:21]([Cl:24])=[CH:22][CH:23]=2)=[C:6]([CH2:8][N:9]2[CH2:14][CH2:13][CH:12]([O:15][C:28]3[CH:33]=[CH:32][CH:31]=[CH:30][N:29]=3)[CH2:11][CH2:10]2)[CH:7]=1.